Dataset: NCI-60 drug combinations with 297,098 pairs across 59 cell lines. Task: Regression. Given two drug SMILES strings and cell line genomic features, predict the synergy score measuring deviation from expected non-interaction effect. Drug 1: CC12CCC(CC1=CCC3C2CCC4(C3CC=C4C5=CN=CC=C5)C)O. Drug 2: C1=CC(=CC=C1CCC2=CNC3=C2C(=O)NC(=N3)N)C(=O)NC(CCC(=O)O)C(=O)O. Cell line: TK-10. Synergy scores: CSS=51.1, Synergy_ZIP=5.85, Synergy_Bliss=5.08, Synergy_Loewe=-6.80, Synergy_HSA=4.95.